This data is from Reaction yield outcomes from USPTO patents with 853,638 reactions. The task is: Predict the reaction yield, written as a fraction of the theoretical maximum amount of product (1.0 means a 100% yield; for example, 0.34 means a 34% yield). (1) The reactants are [CH2:1]([O:8][CH2:9][C@H:10]1[CH2:15][CH2:14][C@H:13]2[C@H:16]3[C@H:26]([CH2:27][CH2:28][C@:11]12[CH3:12])[C@:24]1([CH3:25])[C@H:19]([CH2:20][C@H:21]([OH:29])[CH2:22][CH2:23]1)[C@H:18]([O:30][CH3:31])[CH2:17]3)[C:2]1[CH:7]=[CH:6][CH:5]=[CH:4][CH:3]=1.CCN(C(C)C)C(C)C.[CH3:41][O:42][CH2:43]Cl.C([O-])(O)=O.[Na+]. The catalyst is C(Cl)Cl. The product is [CH2:1]([O:8][CH2:9][C@H:10]1[CH2:15][CH2:14][C@H:13]2[C@H:16]3[C@H:26]([CH2:27][CH2:28][C@:11]12[CH3:12])[C@:24]1([CH3:25])[C@H:19]([CH2:20][C@H:21]([O:29][CH2:41][O:42][CH3:43])[CH2:22][CH2:23]1)[C@H:18]([O:30][CH3:31])[CH2:17]3)[C:2]1[CH:3]=[CH:4][CH:5]=[CH:6][CH:7]=1. The yield is 0.970. (2) The reactants are C1(P(C2C=CC=CC=2)C2C=CC=CC=2)C=CC=CC=1.[C:20]([Br:24])(Br)(Br)Br.[Cl:25][C:26]1[CH:31]=[C:30](CO)[CH:29]=[CH:28][N:27]=1. The catalyst is C(Cl)Cl. The product is [Br:24][CH2:20][C:30]1[CH:29]=[CH:28][N:27]=[C:26]([Cl:25])[CH:31]=1. The yield is 0.730. (3) The reactants are [CH3:1][O:2][C:3]1[CH2:7][CH2:6][C:5](=[O:8])[C:4]=1[C:9]1[C:14]([CH3:15])=[CH:13][C:12]([CH3:16])=[CH:11][C:10]=1[CH3:17].C([N-]C(C)C)(C)C.[Li+].[N+:26]([CH:29]=[CH2:30])([O-:28])=[O:27]. The catalyst is O1CCCC1. The product is [CH3:1][O:2][C:3]1[CH2:7][CH:6]([CH2:30][CH2:29][N+:26]([O-:28])=[O:27])[C:5](=[O:8])[C:4]=1[C:9]1[C:14]([CH3:15])=[CH:13][C:12]([CH3:16])=[CH:11][C:10]=1[CH3:17]. The yield is 0.600. (4) The yield is 0.830. The reactants are [CH3:1][O:2][C:3]1[CH:4]=[C:5]2[C:10](=[CH:11][CH:12]=1)[C:9](=[O:13])[CH2:8][CH2:7][CH2:6]2. The catalyst is [Pd].CC1C=CC(C(C)C)=CC=1. The product is [CH3:1][O:2][C:3]1[CH:4]=[C:5]2[C:10](=[CH:11][CH:12]=1)[C:9]([OH:13])=[CH:8][CH:7]=[CH:6]2. (5) The reactants are [Br:1][C:2]1[CH:7]=[CH:6][C:5]([N:8]=[C:9]=[O:10])=[CH:4][C:3]=1[C:11]([F:14])([F:13])[F:12].[CH3:15][NH:16][C:17]([C:19]1[CH:24]=[C:23]([O:25][C:26]2[CH:32]=[CH:31][C:29]([NH2:30])=[CH:28][CH:27]=2)[CH:22]=[CH:21][N:20]=1)=[O:18]. The catalyst is C(Cl)Cl. The product is [Br:1][C:2]1[CH:7]=[CH:6][C:5]([NH:8][C:9]([NH:30][C:29]2[CH:28]=[CH:27][C:26]([O:25][C:23]3[CH:22]=[CH:21][N:20]=[C:19]([C:17](=[O:18])[NH:16][CH3:15])[CH:24]=3)=[CH:32][CH:31]=2)=[O:10])=[CH:4][C:3]=1[C:11]([F:12])([F:13])[F:14]. The yield is 0.900. (6) The reactants are Br[C:2]1[CH:3]=[C:4]2[CH:10]=[CH:9][NH:8][C:5]2=[N:6][CH:7]=1.C([Li])CCC.C1C[O:19][CH2:18]C1. No catalyst specified. The product is [NH:8]1[C:5]2=[N:6][CH:7]=[C:2]([CH:18]=[O:19])[CH:3]=[C:4]2[CH:10]=[CH:9]1. The yield is 0.610.